From a dataset of Peptide-MHC class I binding affinity with 185,985 pairs from IEDB/IMGT. Regression. Given a peptide amino acid sequence and an MHC pseudo amino acid sequence, predict their binding affinity value. This is MHC class I binding data. (1) The peptide sequence is RFLEDYFGV. The MHC is HLA-A02:01 with pseudo-sequence HLA-A02:01. The binding affinity (normalized) is 0.543. (2) The peptide sequence is SQCQAIHNVV. The MHC is HLA-A02:06 with pseudo-sequence HLA-A02:06. The binding affinity (normalized) is 0.547. (3) The peptide sequence is TFIMLEGETK. The MHC is HLA-A68:01 with pseudo-sequence HLA-A68:01. The binding affinity (normalized) is 0.522. (4) The peptide sequence is AQQFANVISK. The MHC is HLA-A03:01 with pseudo-sequence HLA-A03:01. The binding affinity (normalized) is 0.591. (5) The peptide sequence is IELPEKDSW. The MHC is HLA-B58:01 with pseudo-sequence HLA-B58:01. The binding affinity (normalized) is 0.290.